The task is: Predict the product of the given reaction.. This data is from Forward reaction prediction with 1.9M reactions from USPTO patents (1976-2016). Given the reactants Cl.[CH2:2]([NH:13][C:14]([NH:16][C:17](=[NH:24])[N:18]1[CH2:23][CH2:22][O:21][CH2:20][CH2:19]1)=[NH:15])[CH2:3][CH2:4][CH2:5][CH2:6][CH2:7][CH2:8][CH2:9][CH2:10][CH2:11][CH3:12].C(O)C.S(=O)(=O)(O)O.[CH3:33][C:34]([CH3:36])=O, predict the reaction product. The product is: [CH2:2]([NH:13][C:14]1[NH:15][C:34]([CH3:36])([CH3:33])[N:24]=[C:17]([N:18]2[CH2:23][CH2:22][O:21][CH2:20][CH2:19]2)[N:16]=1)[CH2:3][CH2:4][CH2:5][CH2:6][CH2:7][CH2:8][CH2:9][CH2:10][CH2:11][CH3:12].